This data is from hERG Central: cardiac toxicity at 1µM, 10µM, and general inhibition. The task is: Predict hERG channel inhibition at various concentrations. Results: hERG_inhib (hERG inhibition (general)): blocker. The drug is CCOC(=O)COc1ccc(S(=O)(=O)N2CCN(c3ccc(F)cc3)CC2)cc1.